Dataset: Full USPTO retrosynthesis dataset with 1.9M reactions from patents (1976-2016). Task: Predict the reactants needed to synthesize the given product. (1) Given the product [F:34][CH:35]([CH3:48])[CH2:36][N:1]([CH2:48][CH:35]([F:34])[CH3:36])[C@H:2]1[CH2:7][CH2:6][C@H:5]([CH2:8][NH:9][C:10]2[N:15]=[C:14]([N:16]3[C:20]4[CH:21]=[CH:22][CH:23]=[CH:24][C:19]=4[N:18]=[C:17]3[CH:25]([F:26])[F:27])[CH:13]=[C:12]([N:28]3[CH2:29][CH2:30][O:31][CH2:32][CH2:33]3)[N:11]=2)[CH2:4][CH2:3]1, predict the reactants needed to synthesize it. The reactants are: [NH2:1][C@H:2]1[CH2:7][CH2:6][C@H:5]([CH2:8][NH:9][C:10]2[N:15]=[C:14]([N:16]3[C:20]4[CH:21]=[CH:22][CH:23]=[CH:24][C:19]=4[N:18]=[C:17]3[CH:25]([F:27])[F:26])[CH:13]=[C:12]([N:28]3[CH2:33][CH2:32][O:31][CH2:30][CH2:29]3)[N:11]=2)[CH2:4][CH2:3]1.[F:34][CH:35]([CH3:48])[CH2:36]OS(C1C=CC(C)=CC=1)(=O)=O.P([O-])([O-])([O-])=O.[K+].[K+].[K+].O. (2) Given the product [CH3:1][O:5][C:6](=[O:40])[C@@H:7]([NH:11][C:12]([C@H:14]1[C@H:18]([C:19]2[CH:24]=[CH:23][CH:22]=[C:21]([Cl:25])[CH:20]=2)[C@:17]([C:28]2[CH:29]=[CH:30][C:31]([Cl:34])=[CH:32][CH:33]=2)([C:26]#[N:27])[C@H:16]([CH2:35][C:36]([CH3:37])([CH3:39])[CH3:38])[NH:15]1)=[O:13])[CH:8]([CH3:10])[CH3:9], predict the reactants needed to synthesize it. The reactants are: [C:1]([O:5][C:6](=[O:40])[C@@H:7]([NH:11][C:12]([C@H:14]1[C@H:18]([C:19]2[CH:24]=[CH:23][CH:22]=[C:21]([Cl:25])[CH:20]=2)[C@:17]([C:28]2[CH:33]=[CH:32][C:31]([Cl:34])=[CH:30][CH:29]=2)([C:26]#[N:27])[C@H:16]([CH2:35][C:36]([CH3:39])([CH3:38])[CH3:37])[NH:15]1)=[O:13])[CH:8]([CH3:10])[CH3:9])(C)(C)C.C(OC(=O)[C@@H](NC([C@@H]1[C@@H](C2C=CC=C(Cl)C=2)[C@@](C2C=CC(Cl)=CC=2)(C#N)[C@@H](CC(C)(C)C)N1)=O)C(C)C)(C)(C)C. (3) Given the product [NH:20]1[CH:19]=[CH:24][N:23]=[C:11]1[NH:15][C:16]([C:18]1[C:19]2[N:20]=[CH:21][CH:22]=[N:23][C:24]=2[C:25]([C:28]2[CH:33]=[C:32]([O:34][CH3:35])[CH:31]=[CH:30][C:37]=2[Cl:39])=[CH:26][CH:27]=1)=[O:17], predict the reactants needed to synthesize it. The reactants are: C(N1CCN(C2C=[C:11]([NH:15][C:16]([C:18]3[C:19]4[N:20]=[CH:21][CH:22]=[N:23][C:24]=4[C:25]([C:28]4[CH:33]=[C:32]([O:34][CH3:35])[CH:31]=[CH:30]C=4Cl)=[CH:26][CH:27]=3)=[O:17])C=CC=2)CC1)C.[CH2:37]([Cl:39])Cl.CO. (4) Given the product [CH3:1][C:2]1[CH:10]=[C:9]2[C:5]([C:6]([CH2:11][NH2:12])=[CH:7][NH:8]2)=[CH:4][CH:3]=1, predict the reactants needed to synthesize it. The reactants are: [CH3:1][C:2]1[CH:10]=[C:9]2[C:5]([C:6]([CH:11]=[N:12]O)=[CH:7][NH:8]2)=[CH:4][CH:3]=1.O.[BH4-].[Na+]. (5) Given the product [NH2:8][C:7]1[C:2]([Cl:1])=[C:3]([NH:11][S:12]([CH2:15][CH2:16][CH3:17])(=[O:14])=[O:13])[CH:4]=[CH:5][CH:6]=1, predict the reactants needed to synthesize it. The reactants are: [Cl:1][C:2]1[C:7]([N+:8]([O-])=O)=[CH:6][CH:5]=[CH:4][C:3]=1[NH:11][S:12]([CH2:15][CH2:16][CH3:17])(=[O:14])=[O:13].[NH4+].[Cl-]. (6) Given the product [CH3:25][N:17]([CH:14]1[CH2:15][CH2:16][C:11]([C:5]2[C:4]3[C:8](=[CH:9][CH:10]=[C:2]([NH:1][C:32]([C:28]4[S:27][CH:31]=[CH:30][CH:29]=4)=[NH:33])[CH:3]=3)[NH:7][CH:6]=2)=[CH:12][CH2:13]1)[C:18](=[O:24])[O:19][C:20]([CH3:21])([CH3:22])[CH3:23], predict the reactants needed to synthesize it. The reactants are: [NH2:1][C:2]1[CH:3]=[C:4]2[C:8](=[CH:9][CH:10]=1)[NH:7][CH:6]=[C:5]2[C:11]1[CH2:16][CH2:15][CH:14]([N:17]([CH3:25])[C:18](=[O:24])[O:19][C:20]([CH3:23])([CH3:22])[CH3:21])[CH2:13][CH:12]=1.I.[S:27]1[CH:31]=[CH:30][CH:29]=[C:28]1[C:32](SC)=[NH:33]. (7) Given the product [ClH:1].[S:31]1[C:27]([C@:15]23[CH2:17][NH:18][CH2:19][C@H:14]2[CH2:13][S:12][C:11]([NH:10][C:2](=[O:9])[C:3]2[CH:8]=[CH:7][CH:6]=[CH:5][CH:4]=2)=[N:16]3)=[CH:28][CH:29]=[N:30]1, predict the reactants needed to synthesize it. The reactants are: [ClH:1].[C:2]([NH:10][C:11]1[S:12][CH2:13][C@@H:14]2[CH2:19][N:18](C(OC(C)(C)C)=O)[CH2:17][C@:15]2([C:27]2[S:31][N:30]=[CH:29][CH:28]=2)[N:16]=1)(=[O:9])[C:3]1[CH:8]=[CH:7][CH:6]=[CH:5][CH:4]=1. (8) Given the product [C:23]([NH:1][C:2]1[CH:3]=[C:4]([C:8]2[CH:13]=[CH:12][C:11]([C:14]([OH:16])=[O:15])=[CH:10][CH:9]=2)[CH:5]=[CH:6][CH:7]=1)(=[O:27])[CH:24]([CH3:26])[CH3:25], predict the reactants needed to synthesize it. The reactants are: [NH2:1][C:2]1[CH:3]=[C:4]([C:8]2[CH:13]=[CH:12][C:11]([C:14]([OH:16])=[O:15])=[CH:10][CH:9]=2)[CH:5]=[CH:6][CH:7]=1.C(=O)([O-])[O-].[K+].[K+].[C:23](Cl)(=[O:27])[CH:24]([CH3:26])[CH3:25]. (9) Given the product [C:17]([C:21]1[N:26]=[CH:25][C:24]([CH:27]=[CH:28][C:29]([NH:2][CH2:3][C:4]2[CH:5]=[C:6]([F:16])[C:7]([NH:11][S:12]([CH3:15])(=[O:14])=[O:13])=[C:8]([F:10])[CH:9]=2)=[O:30])=[CH:23][CH:22]=1)([CH3:20])([CH3:18])[CH3:19], predict the reactants needed to synthesize it. The reactants are: Cl.[NH2:2][CH2:3][C:4]1[CH:9]=[C:8]([F:10])[C:7]([NH:11][S:12]([CH3:15])(=[O:14])=[O:13])=[C:6]([F:16])[CH:5]=1.[C:17]([C:21]1[N:26]=[CH:25][C:24]([CH:27]=[CH:28][C:29](O)=[O:30])=[CH:23][CH:22]=1)([CH3:20])([CH3:19])[CH3:18].